This data is from NCI-60 drug combinations with 297,098 pairs across 59 cell lines. The task is: Regression. Given two drug SMILES strings and cell line genomic features, predict the synergy score measuring deviation from expected non-interaction effect. Drug 1: CC1OCC2C(O1)C(C(C(O2)OC3C4COC(=O)C4C(C5=CC6=C(C=C35)OCO6)C7=CC(=C(C(=C7)OC)O)OC)O)O. Drug 2: CCC1(CC2CC(C3=C(CCN(C2)C1)C4=CC=CC=C4N3)(C5=C(C=C6C(=C5)C78CCN9C7C(C=CC9)(C(C(C8N6C)(C(=O)OC)O)OC(=O)C)CC)OC)C(=O)OC)O.OS(=O)(=O)O. Cell line: SN12C. Synergy scores: CSS=48.5, Synergy_ZIP=-11.4, Synergy_Bliss=-1.63, Synergy_Loewe=2.05, Synergy_HSA=2.84.